Dataset: Experimentally validated miRNA-target interactions with 360,000+ pairs, plus equal number of negative samples. Task: Binary Classification. Given a miRNA mature sequence and a target amino acid sequence, predict their likelihood of interaction. (1) The miRNA is hsa-miR-6798-5p with sequence CCAGGGGGAUGGGCGAGCUUGGG. The protein sequence of the target gene is MKRLGSVQRKMPCVFVTEVKEEPSSKREHQPFKVLATETVSHKALDADIYSAIPTEKVDGTCCYVTTYKDQPYLWARLDRKPNKQAEKRFKNFLHSKENPKEFFWNVEEDFKPAPECWIPAKETEQINGNPVPDENGHIPGWVPVEKNNKQYCWHSSVVNYEFEIALVLKHHPDDSGLLEISAVPLSDLLEQTLELIGTNINGNPYGLGSKKHPLHLLIPHGAFQIRNLPSLKHNDLVSWFEDCKEGKIEGIVWHCSDGCLIKVHRHHLGLCWPIPDTYMNSRPVIINMNLNKCDSAFDI.... Result: 0 (no interaction). (2) The miRNA is hsa-miR-6867-5p with sequence UGUGUGUGUAGAGGAAGAAGGGA. The protein sequence of the target gene is MARLCRRVPCTLLLGLAVVLLKARLVPAAARAELSRSDLSLIQQQQQQQQQQQQQQKQLEEAEEERTEVPGATSTLTVPVSVFMLKVQVNDIISRQYLSQAVVEVFVNYTKTNSTVTKSNGAVLIKVPYKLGLSLTIIAYKDGYVLTPLPWKTRRMPIYSSVTLSLFPQSQANIWLFEDTVLITGKLADAKSQPSVQFSKALIKLPDNHHISNVTGYLTVLQQFLKVDNFLHTTGITLNKPGFENIELTPLAAICVKIYSGGKELKVNGSIQVSLPLLRLNDISAGDRIPAWTFDMNTGA.... Result: 0 (no interaction). (3) The miRNA is rno-miR-16-5p with sequence UAGCAGCACGUAAAUAUUGGCG. The protein sequence of the target gene is MPSALSMRPWDAALPNTTAAAWTNGSVPEMPLFHHFARLDEELQATFPSLWQALMVVHGTIFLAGLVLNGLALYVFCCRTRAKTPSVTYTINLVVTDLLVGLSLPTRFAVFYGARGCLRCAFPHVLGYFLNMHCSILFLTCICVDRYLAIVQPEGSRRWRQPACAKAVCIFVWLAAGVVTLSVLGVKSGGRSCCRVFALTVLEFLLPLLVISVFTGRIMCALSRPGLLRQGRQRRVRAMQLLLTVLVIFLVCFTPFHARQVAVALWPNVPKHTSLVAYHVAVTLSSLNSCMDPIVYCFIT.... Result: 0 (no interaction). (4) The miRNA is hsa-miR-6802-3p with sequence UUCACCCCUCUCACCUAAGCAG. The protein sequence of the target gene is MAGPQPLALQLEQLLNPRPSEADPEADPEEATAARVIDRFDEGEDGEGDFLVVGSIRKLASASLLDTDKRYCGKTTSRKAWNEDHWEQTLPGSSDEEISDEEGSGDEDSEGLGLEEYDEDDLGAAEEQECGDHRESKKSRSHSAKTPGFSVQSISDFEKFTKGMDDLGSSEEEEDEESGMEEGDDAEDSQGESEEDRAGDRNSEDDGVVMTFSSVKVSEEVEKGRAVKNQIALWDQLLEGRIKLQKALLTTNQLPQPDVFPLFKDKGGPEFSSALKNSHKALKALLRSLVGLQEELLFQY.... Result: 0 (no interaction). (5) The miRNA is hsa-miR-6788-5p with sequence CUGGGAGAAGAGUGGUGAAGA. The protein sequence of the target gene is MTSIIKLTTLSGVQEESALCYLLQVDEFRFLLDCGWDEHFSMDIIDSLRKHVHQIDAVLLSHPDPLHLGALPYAVGKLGLNCAIYATIPVYKMGQMFMYDLYQSRHNTEDFTLFTLDDVDAAFDKIQQLKFSQIVNLKGKGHGLSITPLPAGHMIGGTIWKIVKDGEEEIVYAVDFNHKREIHLNGCSLEMLSRPSLLITDSFNATYVQPRRKQRDEQLLTNVLETLRGDGNVLIAVDTAGRVLELAQLLDQIWRTKDAGLGVYSLALLNNVSYNVVEFSKSQVEWMSDKLMRCFEDKRN.... Result: 1 (interaction). (6) Result: 0 (no interaction). The miRNA is hsa-miR-146b-5p with sequence UGAGAACUGAAUUCCAUAGGCUG. The protein sequence of the target gene is MASGVTVNDEVIKVFNDMKVRKSSTQEEIKKRKKAVLFCLSDDKRQIIVEEAKQILVGDIGDTVEDPYTSFVKLLPLNDCRYALYDATYETKESKKEDLVFIFWAPESAPLKSKMIYASSKDAIKKKFTGIKHEWQVNGLDDIKDRSTLGEKLGGSVVVSLEGKPL. (7) The miRNA is hsa-miR-6825-5p with sequence UGGGGAGGUGUGGAGUCAGCAU. The protein sequence of the target gene is MVAPAARVFLRAVRAALTSTVPDLLCLLARGSPRGLASGRLPLAVHSAQHGPGSGAPWLRIARRALRFVLSKHWGDDCYLTNRLWQDLKPPSHVENGQELRLAPPVQWALQVQGNQLQTAVLCLRMAPPEPAGSRQRI. Result: 1 (interaction). (8) The miRNA is mmu-miR-34b-5p with sequence AGGCAGUGUAAUUAGCUGAUUGU. The protein sequence of the target gene is MAGAAEDARALFRAGVCAALEAWPALQIAVENGFGGVHSQEKAKWLGGAVEDYFMRNADLELDEVEDFLGELLTNEFDTVVEDGSLPQVSQQLQTMFHHFQRGDGAALREMASCITQRKCKVTATALKTARETDEDEDDVDSVEEMEVTATNDGAATDGVCPQPEPSDPDAQTIKEEDIVEDGWTIVRRKK. Result: 0 (no interaction). (9) The miRNA is hsa-miR-603 with sequence CACACACUGCAAUUACUUUUGC. Result: 0 (no interaction). The protein sequence of the target gene is MAAMETETAPLTLESLPTDPLLLILSFLDYRDLINCCYVSRRLSQLSSHDPLWRRHCKKYWLISEEEKTQKNQCWKSLFIDTYSDVGRYIDHYAAIKKAWDDLKKYLEPRCPRMVLSLKEGAREEDLDAVEAQIGCKLPDDYRCSYRIHNGQKLVVPGLLGSMALSNHYRSEDLLDVDTAAGGFQQRQGLKYCLPLTFCIHTGLSQYIAVEAAEGRNKNEVFYQCPDQMARNPAAIDMFIIGATFTDWFTSYVKNVVSGGFPIIRDQIFRYVHDPECVATTGDITVSVSTSFLPELSSVH....